From a dataset of Forward reaction prediction with 1.9M reactions from USPTO patents (1976-2016). Predict the product of the given reaction. (1) Given the reactants [CH2:1]([O:3][CH2:4][CH2:5][O:6][CH2:7][CH2:8][N:9]1[CH:13]=[CH:12][CH:11]=[C:10]1[CH:14]=O)[CH3:2].[Cl-].[Cl:17][C:18]1[CH:43]=[CH:42][CH:41]=[CH:40][C:19]=1[CH2:20][P+](C1C=CC=CC=1)(C1C=CC=CC=1)C1C=CC=CC=1.[Li+].CC([N-]C(C)C)C, predict the reaction product. The product is: [Cl:17][C:18]1[CH:43]=[CH:42][CH:41]=[CH:40][C:19]=1[CH:20]=[CH:14][C:10]1[N:9]([CH2:8][CH2:7][O:6][CH2:5][CH2:4][O:3][CH2:1][CH3:2])[CH:13]=[CH:12][CH:11]=1. (2) Given the reactants [Br:1][C:2]1[N:7]=[C:6]([NH2:8])[C:5]([NH2:9])=[CH:4][CH:3]=1.[C:10](OCC)(=[O:16])[C:11](OCC)=[O:12], predict the reaction product. The product is: [Br:1][C:2]1[CH:3]=[CH:4][C:5]2[C:6]([N:7]=1)=[N:8][C:10]([OH:16])=[C:11]([OH:12])[N:9]=2. (3) Given the reactants Cl.[CH3:2][NH:3][CH3:4].C[Al](C)C.C1(C)C=CC=CC=1.[CH2:16]([C:20]1[CH:21]=[C:22]([CH2:25][CH2:26][C:27]([O:29]CC)=O)[NH:23][CH:24]=1)[CH2:17][CH2:18][CH3:19], predict the reaction product. The product is: [CH3:2][N:3]([CH3:4])[C:27](=[O:29])[CH2:26][CH2:25][C:22]1[NH:23][CH:24]=[C:20]([CH2:16][CH2:17][CH2:18][CH3:19])[CH:21]=1. (4) Given the reactants Cl[C:2]1[C:3](=[O:14])[C:4]2[C:9]([C:10](=[O:13])[C:11]=1[Cl:12])=[CH:8][CH:7]=[CH:6][CH:5]=2.[Cl:15][C:16]1[CH:21]=[CH:20][C:19]([C@H:22]2[CH2:27][CH2:26][C@H:25](C(O)=O)[CH2:24][CH2:23]2)=[CH:18][CH:17]=1.S(OOS([O-])(=O)=O)([O-])(=O)=O.[NH4+].[NH4+], predict the reaction product. The product is: [Cl:15][C:16]1[CH:21]=[CH:20][C:19]([C@H:22]2[CH2:27][CH2:26][C@H:25]([C:2]3[C:3](=[O:14])[C:4]4[C:9]([C:10](=[O:13])[C:11]=3[Cl:12])=[CH:8][CH:7]=[CH:6][CH:5]=4)[CH2:24][CH2:23]2)=[CH:18][CH:17]=1. (5) Given the reactants [F:1][C:2]1[CH:10]=[CH:9][CH:8]=[C:7]2[C:3]=1[C:4]([C:11]([NH:13][C@H:14]1[CH2:19][CH2:18][CH2:17][CH2:16][C@@H:15]1[OH:20])=[O:12])=[CH:5][NH:6]2.Cl[CH2:22][C:23]1[CH:28]=[CH:27][C:26]([C:29]2[N:33]([CH2:34][C:35]3[CH:40]=[CH:39][C:38]([O:41][CH3:42])=[CH:37][CH:36]=3)[N:32]=[CH:31][CH:30]=2)=[CH:25][CH:24]=1, predict the reaction product. The product is: [F:1][C:2]1[CH:10]=[CH:9][CH:8]=[C:7]2[C:3]=1[C:4]([C:11]([NH:13][C@H:14]1[CH2:19][CH2:18][CH2:17][CH2:16][C@@H:15]1[OH:20])=[O:12])=[CH:5][N:6]2[CH2:22][C:23]1[CH:24]=[CH:25][C:26]([C:29]2[N:33]([CH2:34][C:35]3[CH:36]=[CH:37][C:38]([O:41][CH3:42])=[CH:39][CH:40]=3)[N:32]=[CH:31][CH:30]=2)=[CH:27][CH:28]=1. (6) Given the reactants Cl.Cl.[CH:3]([N:6]1[CH2:11][CH2:10][CH:9]([O:12][C:13]2[CH:14]=[C:15]3[C:19](=[CH:20][CH:21]=2)[NH:18][C:17]([C:22]([N:24]2[CH2:29][CH2:28][NH:27][CH2:26][CH2:25]2)=[O:23])=[CH:16]3)[CH2:8][CH2:7]1)([CH3:5])[CH3:4].Cl[C:31]([O:33][CH3:34])=[O:32], predict the reaction product. The product is: [CH3:34][O:33][C:31]([N:27]1[CH2:28][CH2:29][N:24]([C:22]([C:17]2[NH:18][C:19]3[C:15]([CH:16]=2)=[CH:14][C:13]([O:12][CH:9]2[CH2:8][CH2:7][N:6]([CH:3]([CH3:5])[CH3:4])[CH2:11][CH2:10]2)=[CH:21][CH:20]=3)=[O:23])[CH2:25][CH2:26]1)=[O:32]. (7) Given the reactants [F:1][C:2]1[CH:7]=[CH:6][C:5]([C:8]2[CH:13]=[CH:12][N:11]=[CH:10][C:9]=2[N:14]([CH3:34])[C:15](=[O:33])[C:16]2[CH:21]=[C:20]([S:22]CC[Si](C)(C)C)[CH:19]=[C:18]([C:29](F)(F)F)[CH:17]=2)=[C:4]([O:35][CH3:36])[CH:3]=1.[F-].C([N+](CCCC)(CCCC)CCCC)CCC.C(O)(=O)CC(CC(O)=O)(C(O)=O)O.CCOC(C)=O, predict the reaction product. The product is: [F:1][C:2]1[CH:7]=[CH:6][C:5]([C:8]2[CH:13]=[CH:12][N:11]=[CH:10][C:9]=2[N:14]([CH3:34])[C:15](=[O:33])[C:16]2[CH:17]=[C:18]([CH3:29])[CH:19]=[C:20]([SH:22])[CH:21]=2)=[C:4]([O:35][CH3:36])[CH:3]=1. (8) The product is: [Cl:17][C:18]1[C:23]([Cl:24])=[CH:22][CH:21]=[CH:20][C:19]=1[CH2:25][CH2:26][N:27]([CH2:35][CH2:36][CH2:37][S:38][CH2:39][CH2:40][NH:2][CH2:3][C@H:4]([OH:5])[C:6]1[C:14]2[S:13][C:12](=[O:15])[NH:11][C:10]=2[C:9]([OH:16])=[CH:8][CH:7]=1)[C:28](=[O:34])[O:29][C:30]([CH3:31])([CH3:32])[CH3:33]. Given the reactants Cl.[NH2:2][CH2:3][C@@H:4]([C:6]1[C:14]2[S:13][C:12](=[O:15])[NH:11][C:10]=2[C:9]([OH:16])=[CH:8][CH:7]=1)[OH:5].[Cl:17][C:18]1[C:23]([Cl:24])=[CH:22][CH:21]=[CH:20][C:19]=1[CH2:25][CH2:26][N:27]([CH2:35][CH2:36][CH2:37][S:38][CH2:39][CH:40]=O)[C:28](=[O:34])[O:29][C:30]([CH3:33])([CH3:32])[CH3:31], predict the reaction product. (9) Given the reactants Br[C:2]1[CH:3]=[CH:4][C:5]2[S:9][C:8]([CH2:10][O:11][C:12]3[C:13]([F:22])=[C:14]([C:18]([F:21])=[CH:19][CH:20]=3)[C:15]([NH2:17])=[O:16])=[N:7][C:6]=2[CH:23]=1.[CH2:24]([Sn](CCCC)(CCCC)CCCC)[CH:25]=[CH2:26], predict the reaction product. The product is: [CH2:26]([C:2]1[CH:3]=[CH:4][C:5]2[S:9][C:8]([CH2:10][O:11][C:12]3[C:13]([F:22])=[C:14]([C:18]([F:21])=[CH:19][CH:20]=3)[C:15]([NH2:17])=[O:16])=[N:7][C:6]=2[CH:23]=1)[CH:25]=[CH2:24]. (10) Given the reactants [C:1]1(=O)[CH2:5][CH2:4][CH2:3][CH2:2]1.[ClH:7].[F:8][C:9](=C(C)C)[CH2:10][NH2:11], predict the reaction product. The product is: [ClH:7].[C:1]1(=[C:9]([F:8])[CH2:10][NH2:11])[CH2:5][CH2:4][CH2:3][CH2:2]1.